This data is from Catalyst prediction with 721,799 reactions and 888 catalyst types from USPTO. The task is: Predict which catalyst facilitates the given reaction. Reactant: [CH:1]([C@@H:3]1[C@@H:11]([C@@:12]2([CH3:23])[CH2:20][C:16]3[CH:17]=[N:18][O:19][C:15]=3[CH2:14][C@@H:13]2[CH:21]=[O:22])[CH2:10][CH2:9][C:8]2[C:7]([CH3:25])([CH3:24])[CH2:6][CH2:5][C:4]1=2)=[O:2].[BH4-].[Na+]. Product: [OH:2][CH2:1][C@@H:3]1[C@@H:11]([C@@:12]2([CH3:23])[CH2:20][C:16]3[CH:17]=[N:18][O:19][C:15]=3[CH2:14][C@@H:13]2[CH2:21][OH:22])[CH2:10][CH2:9][C:8]2[C:7]([CH3:25])([CH3:24])[CH2:6][CH2:5][C:4]1=2. The catalyst class is: 36.